Dataset: Forward reaction prediction with 1.9M reactions from USPTO patents (1976-2016). Task: Predict the product of the given reaction. (1) Given the reactants [NH2:1][C:2]1[CH:19]=[CH:18][C:5]2[CH2:6][CH2:7][N:8]([CH2:11][C@@H:12]([OH:17])[C:13]([F:16])([F:15])[F:14])[CH2:9][CH2:10][C:4]=2[CH:3]=1.Cl[C:21]1[N:26]=[C:25]([NH:27][C:28]2[C:37]([F:38])=[CH:36][CH:35]=[CH:34][C:29]=2[C:30]([NH:32][CH3:33])=[O:31])[C:24]([Cl:39])=[CH:23][N:22]=1, predict the reaction product. The product is: [Cl:39][C:24]1[C:25]([NH:27][C:28]2[C:37]([F:38])=[CH:36][CH:35]=[CH:34][C:29]=2[C:30]([NH:32][CH3:33])=[O:31])=[N:26][C:21]([NH:1][C:2]2[CH:19]=[CH:18][C:5]3[CH2:6][CH2:7][N:8]([CH2:11][C@@H:12]([OH:17])[C:13]([F:16])([F:14])[F:15])[CH2:9][CH2:10][C:4]=3[CH:3]=2)=[N:22][CH:23]=1. (2) Given the reactants Cl[C:2]1[N:7]=[C:6]([C:8]([NH:10][CH:11]([C:13]2[CH:14]=[N:15][C:16]([O:19][CH2:20][C:21]([F:24])([F:23])[F:22])=[CH:17][CH:18]=2)[CH3:12])=[O:9])[CH:5]=[C:4]([CH3:25])[N:3]=1.[CH3:26][C:27]1[C:31]([CH3:32])=[C:30]([NH2:33])[O:29][N:28]=1, predict the reaction product. The product is: [CH3:26][C:27]1[C:31]([CH3:32])=[C:30]([NH:33][C:2]2[N:7]=[C:6]([C:8]([NH:10][CH:11]([C:13]3[CH:14]=[N:15][C:16]([O:19][CH2:20][C:21]([F:24])([F:23])[F:22])=[CH:17][CH:18]=3)[CH3:12])=[O:9])[CH:5]=[C:4]([CH3:25])[N:3]=2)[O:29][N:28]=1.